Dataset: Orexin1 receptor HTS with 218,158 compounds and 233 confirmed actives. Task: Binary Classification. Given a drug SMILES string, predict its activity (active/inactive) in a high-throughput screening assay against a specified biological target. (1) The drug is O=C/1CC(CC(=O)C1=C\NCCN1CCN(CC1)C(=O)c1ccccc1)(C)C. The result is 0 (inactive). (2) The molecule is FC(F)(F)c1nc2c(n(CC(=O)N3CCC4(OCCO4)CC3)c1=O)cccc2. The result is 0 (inactive).